This data is from Forward reaction prediction with 1.9M reactions from USPTO patents (1976-2016). The task is: Predict the product of the given reaction. (1) Given the reactants COP([CH:7]1[C:15]2[C:10](=[CH:11][CH:12]=[CH:13][CH:14]=2)[C:9](=[O:16])[O:8]1)(=O)OC.[Br:17][C:18]1[CH:19]=[C:20]([CH:23]=O)[S:21][CH:22]=1, predict the reaction product. The product is: [Br:17][C:18]1[CH:19]=[C:20]([CH:23]=[C:7]2[C:15]3[C:10](=[CH:11][CH:12]=[CH:13][CH:14]=3)[C:9](=[O:16])[O:8]2)[S:21][CH:22]=1. (2) Given the reactants [NH2:1][C:2]1[N:6]([C:7]2[CH:12]=[CH:11][CH:10]=[CH:9][CH:8]=2)[N:5]=[CH:4][C:3]=1[C:13]([OH:15])=O.[C:16](Cl)(=O)[CH2:17][CH3:18].[CH2:21]([O:23][C:24]1[CH:30]=[CH:29][CH:28]=[CH:27][C:25]=1[NH2:26])[CH3:22], predict the reaction product. The product is: [CH2:21]([O:23][C:24]1[CH:30]=[CH:29][CH:28]=[CH:27][C:25]=1[N:26]1[C:13](=[O:15])[C:3]2[CH:4]=[N:5][N:6]([C:7]3[CH:8]=[CH:9][CH:10]=[CH:11][CH:12]=3)[C:2]=2[N:1]=[C:16]1[CH2:17][CH3:18])[CH3:22]. (3) Given the reactants [F:1][C:2]1[CH:3]=[C:4]([C@:13]2([NH:23][S@](C(C)(C)C)=O)[C:18]3=[N:19][CH:20]=[CH:21][CH:22]=[C:17]3[O:16][CH2:15][CH2:14]2)[CH:5]=[CH:6][C:7]=1[O:8][C:9]([F:12])([F:11])[F:10].[ClH:30].O1CCOCC1, predict the reaction product. The product is: [ClH:30].[F:1][C:2]1[CH:3]=[C:4]([C@:13]2([NH2:23])[C:18]3=[N:19][CH:20]=[CH:21][CH:22]=[C:17]3[O:16][CH2:15][CH2:14]2)[CH:5]=[CH:6][C:7]=1[O:8][C:9]([F:12])([F:10])[F:11].